Task: Predict the reaction yield, written as a fraction of the theoretical maximum amount of product (1.0 means a 100% yield; for example, 0.34 means a 34% yield).. Dataset: Reaction yield outcomes from USPTO patents with 853,638 reactions (1) The reactants are [CH2:1]([CH:4]1[C:8](=O)[CH2:7][CH2:6][O:5]1)[CH:2]=[CH2:3].[C:10]([O-:13])(=O)[CH3:11].[NH4+:14].[C:15]([N+:19]#[C-])([CH3:18])([CH3:17])[CH3:16].FC(F)(F)[CH2:23][OH:24]. The catalyst is O. The product is [C:10]([NH:14][C@@:8]1([C:23]([NH:19][C:15]([CH3:18])([CH3:17])[CH3:16])=[O:24])[CH2:7][CH2:6][O:5][C@@H:4]1[CH2:1][CH:2]=[CH2:3])(=[O:13])[CH3:11]. The yield is 0.360. (2) The reactants are [C:1]([C:5]1[O:9][N:8]=[C:7]([NH:10][C:11]([NH:13][C:14]2[CH:19]=[CH:18][CH:17]=[C:16]([S:20][C:21]3[C:30]4[C:25](=[CH:26][C:27]([O:35][CH3:36])=[C:28]([O:31][CH2:32][CH2:33]Cl)[CH:29]=4)[N:24]=[CH:23][N:22]=3)[CH:15]=2)=[O:12])[CH:6]=1)([CH3:4])([CH3:3])[CH3:2].[NH:37]1[CH2:42][CH2:41][CH:40]([CH2:43][OH:44])[CH2:39][CH2:38]1. No catalyst specified. The product is [C:1]([C:5]1[O:9][N:8]=[C:7]([NH:10][C:11]([NH:13][C:14]2[CH:19]=[CH:18][CH:17]=[C:16]([S:20][C:21]3[C:30]4[C:25](=[CH:26][C:27]([O:35][CH3:36])=[C:28]([O:31][CH2:32][CH2:33][N:37]5[CH2:42][CH2:41][CH:40]([CH2:43][OH:44])[CH2:39][CH2:38]5)[CH:29]=4)[N:24]=[CH:23][N:22]=3)[CH:15]=2)=[O:12])[CH:6]=1)([CH3:4])([CH3:3])[CH3:2]. The yield is 0.120. (3) The reactants are Cl[C:2]1[N:7]=[C:6]([C:8]2[S:12][C:11]([C:13]([CH3:16])([CH3:15])[CH3:14])=[N:10][C:9]=2[C:17]2[C:18]([F:35])=[C:19]([NH:23][S:24]([C:27]3[C:32]([F:33])=[CH:31][CH:30]=[CH:29][C:28]=3[F:34])(=[O:26])=[O:25])[CH:20]=[CH:21][CH:22]=2)[CH:5]=[CH:4][N:3]=1.[OH-].[NH4+:37]. The catalyst is CCCCCCC. The product is [NH2:37][C:2]1[N:7]=[C:6]([C:8]2[S:12][C:11]([C:13]([CH3:16])([CH3:15])[CH3:14])=[N:10][C:9]=2[C:17]2[C:18]([F:35])=[C:19]([NH:23][S:24]([C:27]3[C:32]([F:33])=[CH:31][CH:30]=[CH:29][C:28]=3[F:34])(=[O:26])=[O:25])[CH:20]=[CH:21][CH:22]=2)[CH:5]=[CH:4][N:3]=1. The yield is 0.880. (4) The reactants are [CH3:1][O:2][C:3](=[O:16])[C:4]1[CH:9]=[C:8]([N+:10]([O-:12])=[O:11])[C:7]([NH2:13])=[C:6]([F:14])[C:5]=1F.[F:17][C:18]1[CH:23]=[CH:22][CH:21]=[CH:20][C:19]=1[NH2:24]. The yield is 0.520. The product is [CH3:1][O:2][C:3](=[O:16])[C:4]1[CH:9]=[C:8]([N+:10]([O-:12])=[O:11])[C:7]([NH2:13])=[C:6]([F:14])[C:5]=1[NH:24][C:19]1[CH:20]=[CH:21][CH:22]=[CH:23][C:18]=1[F:17]. The catalyst is C(Cl)Cl. (5) The reactants are [OH-].[K+].[CH2:3]1OCCOCCOCCOCCOCCOC1.[C:21]([C:25]1[CH2:29][CH:28]=[C:27](C)[CH:26]=1)([CH3:24])([CH3:23])[CH3:22].[C:31]([C:34]1[CH:39]=[CH:38][CH:37]=[CH:36][CH:35]=1)(=O)[CH3:32].Cl. The catalyst is C1COCC1. The product is [C:21]([C:25]1[CH:26]=[C:27]([CH3:28])[C:32](=[C:31]([C:34]2[CH:39]=[CH:38][CH:37]=[CH:36][CH:35]=2)[CH3:3])[CH:29]=1)([CH3:24])([CH3:23])[CH3:22]. The yield is 0.520.